From a dataset of Forward reaction prediction with 1.9M reactions from USPTO patents (1976-2016). Predict the product of the given reaction. (1) Given the reactants Cl[C:2]1[S:3][C:4]2[C:5]([N:10]=1)=[N:6][CH:7]=[CH:8][CH:9]=2.[OH:11][C:12]1[CH:19]=[CH:18][C:15]([CH:16]=[O:17])=[CH:14][CH:13]=1.C([O-])([O-])=O.[K+].[K+], predict the reaction product. The product is: [S:3]1[C:4]2[C:5](=[N:6][CH:7]=[CH:8][CH:9]=2)[N:10]=[C:2]1[O:11][C:12]1[CH:19]=[CH:18][C:15]([CH:16]=[O:17])=[CH:14][CH:13]=1. (2) Given the reactants [F:1][C:2]1[CH:7]=[CH:6][C:5]([NH2:8])=[CH:4][C:3]=1[CH3:9].[F:10][C:11]([F:23])([F:22])[C:12]1[CH:17]=[CH:16][C:15]([CH2:18][C:19](O)=O)=[CH:14][CH:13]=1, predict the reaction product. The product is: [F:1][C:2]1[CH:7]=[CH:6][C:5]([NH:8][CH2:19][CH2:18][C:15]2[CH:14]=[CH:13][C:12]([C:11]([F:10])([F:22])[F:23])=[CH:17][CH:16]=2)=[CH:4][C:3]=1[CH3:9]. (3) Given the reactants [C:1]([C:4]1[N:9]=[C:8]([C:10]#[N:11])[C:7]([Cl:12])=[CH:6][CH:5]=1)(=[O:3])[CH3:2].CO[CH:15](OC)[N:16]([CH3:18])[CH3:17], predict the reaction product. The product is: [Cl:12][C:7]1[C:8]([C:10]#[N:11])=[N:9][C:4]([C:1](=[O:3])[CH:2]=[CH:15][N:16]([CH3:18])[CH3:17])=[CH:5][CH:6]=1.